The task is: Predict the reaction yield, written as a fraction of the theoretical maximum amount of product (1.0 means a 100% yield; for example, 0.34 means a 34% yield).. This data is from Reaction yield outcomes from USPTO patents with 853,638 reactions. (1) The reactants are Cl.[NH2:2][C@@H:3]1[CH2:7][N:6]([C:8]2[CH:13]=[CH:12][C:11]([O:14][CH2:15][C:16]3[CH:21]=[CH:20][CH:19]=[C:18]([F:22])[CH:17]=3)=[CH:10][CH:9]=2)[C:5](=[O:23])[CH2:4]1.C(N(CC)CC)C.[F:31][C:32]([F:43])([F:42])[C:33](O[C:33](=[O:34])[C:32]([F:43])([F:42])[F:31])=[O:34]. The catalyst is ClCCl. The product is [F:31][C:32]([F:43])([F:42])[C:33]([NH:2][C@H:3]1[CH2:4][C:5](=[O:23])[N:6]([C:8]2[CH:9]=[CH:10][C:11]([O:14][CH2:15][C:16]3[CH:21]=[CH:20][CH:19]=[C:18]([F:22])[CH:17]=3)=[CH:12][CH:13]=2)[CH2:7]1)=[O:34]. The yield is 0.510. (2) The reactants are Br[C:2]1[CH:7]=[CH:6][C:5]([NH:8][C:9]2[N:31]=[C:12]3[CH:13]=[CH:14][CH:15]=[C:16]([C:17]4[CH:18]=[C:19]([S:23]([NH:26][C:27]([CH3:30])([CH3:29])[CH3:28])(=[O:25])=[O:24])[CH:20]=[CH:21][CH:22]=4)[N:11]3[N:10]=2)=[CH:4][CH:3]=1.[N:32]1([CH2:37][CH2:38][OH:39])[CH2:36][CH2:35][CH2:34][CH2:33]1. The catalyst is C(OCC)(=O)C.[Cu]I. The product is [C:27]([NH:26][S:23]([C:19]1[CH:20]=[CH:21][CH:22]=[C:17]([C:16]2[N:11]3[N:10]=[C:9]([NH:8][C:5]4[CH:6]=[CH:7][C:2]([O:39][CH2:38][CH2:37][N:32]5[CH2:36][CH2:35][CH2:34][CH2:33]5)=[CH:3][CH:4]=4)[N:31]=[C:12]3[CH:13]=[CH:14][CH:15]=2)[CH:18]=1)(=[O:25])=[O:24])([CH3:30])([CH3:29])[CH3:28]. The yield is 0.360. (3) The reactants are [CH3:1][C:2]1([CH3:26])[N:5]([CH2:6]/[CH:7]=[CH:8]/[C:9]2[CH:14]=[CH:13][CH:12]=[CH:11][CH:10]=2)[N:4]([CH:15]2[CH:22]3[CH2:23][CH:18]4[CH2:19][CH:20]([CH2:24][CH:16]2[CH2:17]4)[CH2:21]3)[C:3]1=[O:25]. The catalyst is C(OCC)(=O)C.[C].[Pd]. The product is [CH3:1][C:2]1([CH3:26])[N:5]([CH2:6][CH2:7][CH2:8][C:9]2[CH:14]=[CH:13][CH:12]=[CH:11][CH:10]=2)[N:4]([CH:15]2[CH:22]3[CH2:23][CH:18]4[CH2:19][CH:20]([CH2:24][CH:16]2[CH2:17]4)[CH2:21]3)[C:3]1=[O:25]. The yield is 0.802. (4) The reactants are [CH2:1]([C:3]1[CH:8]=[CH:7][CH:6]=[CH:5][C:4]=1[OH:9])[CH3:2].[Cl-].[Al+3].[Cl-].[Cl-].[C:14](Cl)(=[O:16])[CH3:15]. The catalyst is C(=S)=S. The product is [CH2:1]([C:3]1[CH:8]=[C:7]([C:14](=[O:16])[CH3:15])[CH:6]=[CH:5][C:4]=1[OH:9])[CH3:2]. The yield is 0.530. (5) The reactants are [CH3:1][O:2][C:3](=[O:13])[C:4]1[CH:9]=[CH:8][C:7]([N+:10]([O-])=O)=[CH:6][CH:5]=1.[NH2:14][CH2:15][N:16]1[C:20]2[CH:21]=[CH:22][CH:23]=[CH:24][C:19]=2[N:18]=[CH:17]1.[H][H]. The catalyst is [Pd].CO. The product is [NH2:14][CH2:15][N:16]1[C:20]2[CH:21]=[CH:22][CH:23]=[CH:24][C:19]=2[N:18]=[CH:17]1.[CH3:1][O:2][C:3](=[O:13])[C:4]1[CH:9]=[CH:8][C:7]([NH2:10])=[CH:6][CH:5]=1. The yield is 0.960.